This data is from Forward reaction prediction with 1.9M reactions from USPTO patents (1976-2016). The task is: Predict the product of the given reaction. Given the reactants [OH-].[Na+:2].[C:3](=[S:6])([SH:5])[NH2:4].[NH2:7][CH2:8][CH2:9][CH2:10][N:11]1[CH2:16][CH2:15][O:14][CH2:13][CH2:12]1, predict the reaction product. The product is: [C:3](=[S:5])([S-:6])[NH2:4].[NH2:7][CH2:8][CH2:9][CH2:10][N:11]1[CH2:16][CH2:15][O:14][CH2:13][CH2:12]1.[Na+:2].